This data is from Full USPTO retrosynthesis dataset with 1.9M reactions from patents (1976-2016). The task is: Predict the reactants needed to synthesize the given product. Given the product [OH:8][CH2:9][C:10]([C:13]1[N:17]([CH3:18])[N:16]=[C:15]([N:19]2[C:20](=[O:29])[C:21]3[C:26](=[CH:25][CH:24]=[CH:23][CH:22]=3)[C:27]2=[O:28])[CH:14]=1)([CH3:12])[CH3:11], predict the reactants needed to synthesize it. The reactants are: COC1C=CC(C[O:8][CH2:9][C:10]([C:13]2[N:17]([CH3:18])[N:16]=[C:15]([N:19]3[C:27](=[O:28])[C:26]4[C:21](=[CH:22][CH:23]=[CH:24][CH:25]=4)[C:20]3=[O:29])[CH:14]=2)([CH3:12])[CH3:11])=CC=1.FC(F)(F)C(O)=O.